This data is from Reaction yield outcomes from USPTO patents with 853,638 reactions. The task is: Predict the reaction yield, written as a fraction of the theoretical maximum amount of product (1.0 means a 100% yield; for example, 0.34 means a 34% yield). (1) The reactants are [CH3:1][C:2]([C:4]1[CH:9]=[CH:8][C:7]([OH:10])=[C:6]([F:11])[CH:5]=1)=[O:3].[CH3:12][Mg]Br.CCOCC.[Cl-].[NH4+]. The product is [F:11][C:6]1[CH:5]=[C:4]([C:2]([OH:3])([CH3:12])[CH3:1])[CH:9]=[CH:8][C:7]=1[OH:10]. The catalyst is O1CCCC1.O. The yield is 0.940. (2) The reactants are Cl[C:2]1[N:7]=[C:6]([C:8]([OH:10])=[O:9])[CH:5]=[CH:4][C:3]=1[CH:11]1[CH2:13][CH2:12]1.[F:14][C:15]([F:22])([F:21])[C@H:16]([OH:20])[CH2:17][CH2:18][OH:19].CC(C)([O-])C.[K+].Cl. The catalyst is CN(C=O)C. The product is [CH:11]1([C:3]2[CH:4]=[CH:5][C:6]([C:8]([OH:10])=[O:9])=[N:7][C:2]=2[O:20][C@@H:16]([C:15]([F:22])([F:21])[F:14])[CH2:17][CH2:18][OH:19])[CH2:13][CH2:12]1. The yield is 0.0780. (3) The reactants are [N:1]([O-])=O.[Na+].[F:5][CH:6]([F:15])[O:7][C:8]1[CH:14]=[CH:13][CH:12]=[CH:11][C:9]=1[NH2:10].Cl.[CH3:17][O:18][CH2:19][C:20](=[O:26])[CH2:21][C:22]([O:24][CH3:25])=[O:23].CC([O-])=O.[Na+]. The catalyst is O.CO. The product is [F:5][CH:6]([F:15])[O:7][C:8]1[CH:14]=[CH:13][CH:12]=[CH:11][C:9]=1[NH:10][N:1]=[C:21]([C:20](=[O:26])[CH2:19][O:18][CH3:17])[C:22]([O:24][CH3:25])=[O:23]. The yield is 0.960. (4) The reactants are [Cl:1][C:2]1[CH:3]=[CH:4][C:5]([N:15]2[CH:19]=[C:18]([Cl:20])[N:17]=[N:16]2)=[C:6]([C:8]2[N:13]=[CH:12][N:11]=[C:10]([OH:14])[CH:9]=2)[CH:7]=1.[B-](F)(F)(F)[F:22].[B-](F)(F)(F)F.C1[N+]2(CCl)CC[N+](F)(CC2)C1.CN(C=O)C. The catalyst is CC#N. The product is [Cl:1][C:2]1[CH:3]=[CH:4][C:5]([N:15]2[CH:19]=[C:18]([Cl:20])[N:17]=[N:16]2)=[C:6]([C:8]2[N:13]=[CH:12][N:11]=[C:10]([OH:14])[C:9]=2[F:22])[CH:7]=1. The yield is 0.123. (5) The reactants are [NH2:1][C:2]1[CH:34]=[CH:33][C:32]([Cl:35])=[CH:31][C:3]=1[C:4]([NH:6][CH:7]([CH2:11][C:12]1[CH:17]=[CH:16][C:15]([C:18]2[CH:23]=[CH:22][CH:21]=[CH:20][C:19]=2[O:24][C:25]2[CH:30]=[CH:29][CH:28]=[CH:27][CH:26]=2)=[CH:14][CH:13]=1)[C:8]([OH:10])=[O:9])=[O:5].[CH3:36][CH2:37][CH2:38][CH2:39][N:40]([C:45]1[C:50]2[CH:51]=[CH:52][CH:53]=[C:54]([S:55](Cl)(=[O:57])=[O:56])[C:49]=2[CH:48]=[CH:47][CH:46]=1)[CH2:41][CH2:42][CH2:43][CH3:44].[CH2:59](Cl)Cl. No catalyst specified. The product is [CH3:59][O:9][C:8](=[O:10])[C@@H:7]([NH:6][C:4](=[O:5])[C:3]1[CH:31]=[C:32]([Cl:35])[CH:33]=[CH:34][C:2]=1[NH:1][S:55]([C:54]1[C:49]2[C:50](=[C:45]([N:40]([CH2:41][CH2:42][CH2:43][CH3:44])[CH2:39][CH2:38][CH2:37][CH3:36])[CH:46]=[CH:47][CH:48]=2)[CH:51]=[CH:52][CH:53]=1)(=[O:57])=[O:56])[CH2:11][C:12]1[CH:13]=[CH:14][C:15]([C:18]2[CH:23]=[CH:22][CH:21]=[CH:20][C:19]=2[O:24][C:25]2[CH:26]=[CH:27][CH:28]=[CH:29][CH:30]=2)=[CH:16][CH:17]=1. The yield is 0.740. (6) The reactants are [CH:1]1([C:7]([N:9]2[C:17]3[C:12](=[CH:13][C:14]([S:18]([NH2:21])(=[O:20])=[O:19])=[CH:15][CH:16]=3)[CH2:11][CH2:10]2)=[O:8])CCCCC1.N1C2C(=CC(S(N)(=O)=O)=CC=2)CC1.[Cl:35]CC(Cl)=O. No catalyst specified. The product is [Cl:35][CH2:1][C:7]([N:9]1[C:17]2[C:12](=[CH:13][C:14]([S:18]([NH2:21])(=[O:20])=[O:19])=[CH:15][CH:16]=2)[CH2:11][CH2:10]1)=[O:8]. The yield is 0.230. (7) The reactants are [Cl:1][C:2]1[CH:7]=[CH:6][C:5]([S:8]([NH:11][C:12]2[C:13]([C:19]3[N:20]([CH:29]([CH3:31])[CH3:30])[C:21]([C:24](OCC)=[O:25])=[N:22][N:23]=3)=[N:14][CH:15]=[C:16]([Cl:18])[CH:17]=2)(=[O:10])=[O:9])=[CH:4][C:3]=1[C:32]([F:35])([F:34])[F:33].[NH:36]([CH3:38])[CH3:37].CCOC(C)=O. The catalyst is C1COCC1. The product is [Cl:1][C:2]1[CH:7]=[CH:6][C:5]([S:8]([NH:11][C:12]2[C:13]([C:19]3[N:20]([CH:29]([CH3:31])[CH3:30])[C:21]([C:24]([N:36]([CH3:38])[CH3:37])=[O:25])=[N:22][N:23]=3)=[N:14][CH:15]=[C:16]([Cl:18])[CH:17]=2)(=[O:10])=[O:9])=[CH:4][C:3]=1[C:32]([F:34])([F:33])[F:35]. The yield is 0.0700. (8) The product is [CH2:42]([O:45]/[N:46]=[C:1](/[C:4]1[C:37](=[O:38])[C@@:8]2([CH3:39])[C:9]3[C:15]([OH:16])=[CH:14][C:13]([O:17][CH3:18])=[C:12]([C:19]([NH:21][CH2:22][C:23]4[C:28]([CH3:29])=[CH:27][C:26]([O:30][CH2:31][C:32]#[C:33][CH3:34])=[C:25]([CH3:35])[C:24]=4[CH3:36])=[O:20])[C:10]=3[O:11][C:7]2=[CH:6][C:5]=1[OH:40])\[CH3:2])[CH:43]=[CH2:44]. The yield is 0.690. The catalyst is O1CCCC1.CO. The reactants are [C:1]([C:4]1[C:37](=[O:38])[C@@:8]2([CH3:39])[C:9]3[C:15]([OH:16])=[CH:14][C:13]([O:17][CH3:18])=[C:12]([C:19]([NH:21][CH2:22][C:23]4[C:28]([CH3:29])=[CH:27][C:26]([O:30][CH2:31][C:32]#[C:33][CH3:34])=[C:25]([CH3:35])[C:24]=4[CH3:36])=[O:20])[C:10]=3[O:11][C:7]2=[CH:6][C:5]=1[OH:40])(=O)[CH3:2].Cl.[CH2:42]([O:45][NH2:46])[CH:43]=[CH2:44].C(=O)(O)[O-].[Na+].